Task: Predict the reactants needed to synthesize the given product.. Dataset: Full USPTO retrosynthesis dataset with 1.9M reactions from patents (1976-2016) (1) Given the product [F:1][C:2]1[CH:10]=[CH:9][C:8]([CH2:11][C:12]2[C:21]3[C:16](=[CH:17][CH:18]=[CH:19][CH:20]=3)[C:15](=[O:22])[NH:14][N:13]=2)=[CH:7][C:3]=1[C:4]([N:54]1[CH2:55][CH2:56][N:51]2[N:50]=[C:49]([C:48]([F:58])([F:47])[F:59])[N:57]=[C:52]2[CH2:53]1)=[O:5], predict the reactants needed to synthesize it. The reactants are: [F:1][C:2]1[CH:10]=[CH:9][C:8]([CH2:11][C:12]2[C:21]3[C:16](=[CH:17][CH:18]=[CH:19][CH:20]=3)[C:15](=[O:22])[NH:14][N:13]=2)=[CH:7][C:3]=1[C:4](O)=[O:5].F[P-](F)(F)(F)(F)F.N1(OC(N(C)C)=[N+](C)C)C2C=CC=CC=2N=N1.[F:47][C:48]([F:59])([F:58])[C:49]1[N:57]=[C:52]2[CH2:53][NH:54][CH2:55][CH2:56][N:51]2[N:50]=1.C(N(CC)C(C)C)(C)C. (2) Given the product [C:1]([C:3]1[C:4]([F:24])=[C:5]([CH2:9][C:10]2[N:11]=[C:12]3[S:19][C:18]([CH3:20])=[C:17]([C:21]([NH:28][CH2:27][C:26]([F:30])([F:29])[F:25])=[O:23])[N:13]3[C:14](=[O:16])[CH:15]=2)[CH:6]=[CH:7][CH:8]=1)#[N:2], predict the reactants needed to synthesize it. The reactants are: [C:1]([C:3]1[C:4]([F:24])=[C:5]([CH2:9][C:10]2[N:11]=[C:12]3[S:19][C:18]([CH3:20])=[C:17]([C:21]([OH:23])=O)[N:13]3[C:14](=[O:16])[CH:15]=2)[CH:6]=[CH:7][CH:8]=1)#[N:2].[F:25][C:26]([F:30])([F:29])[CH2:27][NH2:28].ON1C2C=CC=CC=2N=N1.C(N(CC)C(C)C)(C)C.C(N1C=CN=C1)(N1C=CN=C1)=S. (3) Given the product [F:1][C:2]1[CH:8]=[CH:7][C:6]([F:9])=[CH:5][C:3]=1[NH:4][C:17](=[O:18])[CH:11]([CH3:10])[C:12]([O:14][CH2:15][CH3:16])=[O:13], predict the reactants needed to synthesize it. The reactants are: [F:1][C:2]1[CH:8]=[CH:7][C:6]([F:9])=[CH:5][C:3]=1[NH2:4].[CH3:10][CH:11]([C:17](OCC)=[O:18])[C:12]([O:14][CH2:15][CH3:16])=[O:13]. (4) The reactants are: Cl[C:2]1[N:7]=[C:6](OC)[C:5]([N+:10]([O-:12])=[O:11])=[CH:4][CH:3]=1.[NH:13]1[CH2:18][CH2:17][CH2:16][CH2:15][CH2:14]1.[CH2:19]([OH:21])C. Given the product [CH3:19][O:21][C:2]1[CH:3]=[CH:4][C:5]([N+:10]([O-:12])=[O:11])=[C:6]([N:13]2[CH2:18][CH2:17][CH2:16][CH2:15][CH2:14]2)[N:7]=1, predict the reactants needed to synthesize it. (5) Given the product [Cl:1][C:2]1[CH:3]=[CH:4][C:5]([C@H:8]2[C@@H:12]([C:13]3[CH:14]=[CH:15][C:16]([Cl:19])=[CH:17][CH:18]=3)[N:11]([C:20]([N:48]3[CH2:49][CH2:50][N:45]([C:43]([C:42]4[C:38]([CH3:37])=[N:39][O:40][C:41]=4[CH3:51])=[O:44])[CH2:46][CH2:47]3)=[O:21])[C:10]([C:23]3[CH:28]=[CH:27][C:26]([C:29]([CH3:31])([CH3:30])[C:32]#[N:33])=[CH:25][C:24]=3[O:34][CH2:35][CH3:36])=[N:9]2)=[CH:6][CH:7]=1, predict the reactants needed to synthesize it. The reactants are: [Cl:1][C:2]1[CH:7]=[CH:6][C:5]([C@H:8]2[C@@H:12]([C:13]3[CH:18]=[CH:17][C:16]([Cl:19])=[CH:15][CH:14]=3)[N:11]([C:20](Cl)=[O:21])[C:10]([C:23]3[CH:28]=[CH:27][C:26]([C:29]([C:32]#[N:33])([CH3:31])[CH3:30])=[CH:25][C:24]=3[O:34][CH2:35][CH3:36])=[N:9]2)=[CH:4][CH:3]=1.[CH3:37][C:38]1[C:42]([C:43]([N:45]2[CH2:50][CH2:49][NH:48][CH2:47][CH2:46]2)=[O:44])=[C:41]([CH3:51])[O:40][N:39]=1. (6) Given the product [CH2:19]([O:12][C:11]([C:8]1([C:5]2[CH:4]=[CH:3][C:2]([Br:1])=[CH:7][CH:6]=2)[CH2:10][CH2:9]1)=[O:13])[CH3:20], predict the reactants needed to synthesize it. The reactants are: [Br:1][C:2]1[CH:7]=[CH:6][C:5]([C:8]2([C:11]([OH:13])=[O:12])[CH2:10][CH2:9]2)=[CH:4][CH:3]=1.S(=O)(=O)(O)O.[CH3:19][CH2:20]O. (7) Given the product [C:52]([OH:57])(=[O:56])[C:53]([OH:55])=[O:54].[O:17]([C:18]1[CH:28]=[CH:27][C:21](/[CH:22]=[CH:23]/[C:24]2[N:7]([C:2]3[CH:3]=[CH:4][CH:5]=[CH:6][N:1]=3)[C:8]3[CH:13]=[CH:12][CH:11]=[CH:10][C:9]=3[N:14]=2)=[CH:20][CH:19]=1)[CH2:15][CH3:16], predict the reactants needed to synthesize it. The reactants are: [N:1]1[CH:6]=[CH:5][CH:4]=[CH:3][C:2]=1[NH:7][C:8]1[CH:13]=[CH:12][CH:11]=[CH:10][C:9]=1[NH2:14].[CH2:15]([O:17][C:18]1[CH:28]=[CH:27][C:21]([CH:22]=[CH:23][C:24](Cl)=O)=[CH:20][CH:19]=1)[CH3:16].N1C=CC=CC=1N1C2C=CC=CC=2N=C1/C=C/C1C=CC=CC=1.[C:52]([OH:57])(=[O:56])[C:53]([OH:55])=[O:54]. (8) Given the product [NH2:47][C:40]1[C:41]2[C:46](=[CH:45][CH:44]=[CH:43][CH:42]=2)[C:37]([O:36][C:34]2[CH:33]=[CH:32][N:31]=[C:30]([NH:29][C:12]3[CH:13]=[C:14]([CH:15]=[C:10]([C:8]#[CH:9])[CH:11]=3)[C:16]([NH:17][CH2:18][CH2:19][O:20][CH2:21][CH2:22][O:23][CH2:24][CH2:25][O:26][CH3:27])=[O:28])[N:35]=2)=[CH:38][CH:39]=1, predict the reactants needed to synthesize it. The reactants are: C(O)(C(F)(F)F)=O.[C:8]([C:10]1[CH:11]=[C:12]([NH:29][C:30]2[N:35]=[C:34]([O:36][C:37]3[C:46]4[C:41](=[CH:42][CH:43]=[CH:44][CH:45]=4)[C:40]([NH:47]C(=O)OC(C)(C)C)=[CH:39][CH:38]=3)[CH:33]=[CH:32][N:31]=2)[CH:13]=[C:14]([C:16](=[O:28])[NH:17][CH2:18][CH2:19][O:20][CH2:21][CH2:22][O:23][CH2:24][CH2:25][O:26][CH3:27])[CH:15]=1)#[CH:9]. (9) Given the product [CH3:23][CH:24]([CH3:27])[CH2:25][CH2:26][N:1]1[CH2:2][CH2:3][C:4]2([O:11][C:10]3[C:12]4[C:17]([C:18](=[O:21])[C:19](=[O:20])[C:9]=3[S:8][CH2:7]2)=[CH:16][CH:15]=[CH:14][CH:13]=4)[CH2:5][CH2:6]1, predict the reactants needed to synthesize it. The reactants are: [NH:1]1[CH2:6][CH2:5][C:4]2([O:11][C:10]3[C:12]4[C:17]([C:18](=[O:21])[C:19](=[O:20])[C:9]=3[S:8][CH2:7]2)=[CH:16][CH:15]=[CH:14][CH:13]=4)[CH2:3][CH2:2]1.Br[CH2:23][CH:24]([CH2:27]C)[CH2:25][CH3:26]. (10) Given the product [C:1]([O:5][C:6]([N:8]([CH2:26][C:27]([O:29][C:30]([CH3:33])([CH3:31])[CH3:32])=[O:28])[C:9]1[CH:14]=[CH:13][CH:12]=[C:11]([CH2:15][OH:46])[N:10]=1)=[O:7])([CH3:3])([CH3:4])[CH3:2], predict the reactants needed to synthesize it. The reactants are: [C:1]([O:5][C:6]([N:8]([CH2:26][C:27]([O:29][C:30]([CH3:33])([CH3:32])[CH3:31])=[O:28])[C:9]1[CH:14]=[CH:13][CH:12]=[C:11]([CH2:15]NS(C2C=NC=CC=2)(=O)=O)[N:10]=1)=[O:7])([CH3:4])([CH3:3])[CH3:2].S1C=CN=C1C1C=CC(CNS(C2C=NC=CC=2)(=O)=[O:46])=CC=1.N1C=CC(C2C=CC(CO)=CC=2)=CN=1.